This data is from Forward reaction prediction with 1.9M reactions from USPTO patents (1976-2016). The task is: Predict the product of the given reaction. (1) Given the reactants Br[C:2]1[C:10]2[C:5](=[CH:6][CH:7]=[C:8]([C:11]3[N:15]=[CH:14][N:13](C(C4C=CC=CC=4)(C4C=CC=CC=4)C4C=CC=CC=4)[N:12]=3)[CH:9]=2)[N:4](C2CCCCO2)[N:3]=1.[CH3:41][C:42]1[CH:47]=[CH:46][C:45](B(O)O)=[CH:44][CH:43]=1.ClCCl.P([O-])([O-])([O-])=O.[K+].[K+].[K+], predict the reaction product. The product is: [CH3:41][C:42]1[CH:47]=[CH:46][C:45]([C:2]2[C:10]3[C:5](=[CH:6][CH:7]=[C:8]([C:11]4[N:15]=[CH:14][NH:13][N:12]=4)[CH:9]=3)[NH:4][N:3]=2)=[CH:44][CH:43]=1. (2) Given the reactants Br[CH2:2][C:3]1[N:7]([CH3:8])[N:6]([CH:9]2[CH2:14][CH2:13][CH2:12][CH2:11][CH2:10]2)[C:5](=[O:15])[C:4]=1[Cl:16].[Cl:17][C:18]1[CH:19]=[N:20][CH:21]=[C:22]([Cl:30])[C:23]=1[N:24]1[CH2:29][CH2:28][NH:27][CH2:26][CH2:25]1.C(=O)([O-])[O-].[K+].[K+], predict the reaction product. The product is: [Cl:16][C:4]1[C:5](=[O:15])[N:6]([CH:9]2[CH2:14][CH2:13][CH2:12][CH2:11][CH2:10]2)[N:7]([CH3:8])[C:3]=1[CH2:2][N:27]1[CH2:28][CH2:29][N:24]([C:23]2[C:22]([Cl:30])=[CH:21][N:20]=[CH:19][C:18]=2[Cl:17])[CH2:25][CH2:26]1.